From a dataset of Forward reaction prediction with 1.9M reactions from USPTO patents (1976-2016). Predict the product of the given reaction. Given the reactants Br[C:2]1[CH:3]=[C:4]2[C:8](=[C:9]([Cl:11])[CH:10]=1)[NH:7][N:6]=[CH:5]2.[H-].[Na+].C([Li])(C)(C)C.CCCCC.S([O-])(O)(=O)=O.[K+].[C:30](=O)(O)[O-:31].[Na+], predict the reaction product. The product is: [Cl:11][C:9]1[CH:10]=[C:2]([CH:30]=[O:31])[CH:3]=[C:4]2[C:8]=1[NH:7][N:6]=[CH:5]2.